From a dataset of Experimentally validated miRNA-target interactions with 360,000+ pairs, plus equal number of negative samples. Binary Classification. Given a miRNA mature sequence and a target amino acid sequence, predict their likelihood of interaction. (1) The miRNA is hsa-miR-6828-3p with sequence AUCUGCUCUCUUGUUCCCAG. The protein sequence of the target gene is MQVLRHSEHTLKTALLSKNPVLVSQYEKLDAGEQRLMNEAFQPRSNLFEPITVHSQSDWISSHPEAPQDFEQFFSDRYRKAPCPKKHIIYIQSIGSLGNTRVISEEYIKWLKGYCEAFFYGLKVKFLEPVSVSETKCSFRVNEHTQNLQIHTGHILAFLKKNKPEDAFCIVGITMIDLYPRDSWNFVFGQASLSSGVGIFSFARYGKDFYTSKYEGNVTSLQLTSPTDYSIFDNYYIPEITSVLLLRSCKTLTHEIGHILGLRHCQWLACLMQGSNHLEESDRRPLNVCPICLRKLQSAI.... Result: 0 (no interaction). (2) The miRNA is hsa-miR-4778-3p with sequence UCUUCUUCCUUUGCAGAGUUGA. Result: 1 (interaction). The protein sequence of the target gene is MGVSVDVHQVYKYPFEQVVASFLRKYPNPMDKNVISVKIMEEKRDESTGVIYRKRIAICQNVVPEILRKSLSTLVILCWKKVSILKVPNIQLEEESWLNPRERNMAIRSHCLTWTQYASMKEESVFRESMENPNWTEFIQRGRISITGVGFLNCVLETFASTFLRQGAQKGIRIMEMLLKEQCGAPLAE.